Predict the reactants needed to synthesize the given product. From a dataset of Full USPTO retrosynthesis dataset with 1.9M reactions from patents (1976-2016). (1) Given the product [N:27]1[CH:28]=[CH:29][CH:30]=[CH:31][C:26]=1[C:17]1[C:16]([C:10]2[C:9]3[C:14](=[CH:15][C:6]([OH:5])=[CH:7][CH:8]=3)[N:13]=[CH:12][CH:11]=2)=[C:20]2[CH2:21][CH2:22][CH2:23][CH2:24][CH2:25][N:19]2[N:18]=1, predict the reactants needed to synthesize it. The reactants are: C(S)C.C[O:5][C:6]1[CH:15]=[C:14]2[C:9]([C:10]([C:16]3[C:17]([C:26]4[CH:31]=[CH:30][CH:29]=[CH:28][N:27]=4)=[N:18][N:19]4[CH2:25][CH2:24][CH2:23][CH2:22][CH2:21][C:20]=34)=[CH:11][CH:12]=[N:13]2)=[CH:8][CH:7]=1.[H-].[Na+]. (2) Given the product [Cl:1][C:2]1[CH:3]=[C:4]([NH:19][C:20]2[C:30]3[CH:29]=[C:28]([C:31]([NH:44][C:35]([CH3:43])([CH3:34])[CH2:36][N:37]4[CH2:38][CH2:39][O:40][CH2:41][CH2:42]4)=[O:32])[CH2:27][CH2:26][NH:25][C:24]=3[N:23]=[CH:22][N:21]=2)[CH:5]=[CH:6][C:7]=1[O:8][C:9]1[CH:14]=[CH:13][CH:12]=[C:11]([C:15]([F:17])([F:18])[F:16])[CH:10]=1, predict the reactants needed to synthesize it. The reactants are: [Cl:1][C:2]1[CH:3]=[C:4]([NH:19][C:20]2[C:30]3[CH:29]=[C:28]([C:31](O)=[O:32])[CH2:27][CH2:26][NH:25][C:24]=3[N:23]=[CH:22][N:21]=2)[CH:5]=[CH:6][C:7]=1[O:8][C:9]1[CH:14]=[CH:13][CH:12]=[C:11]([C:15]([F:18])([F:17])[F:16])[CH:10]=1.[CH3:34][C:35]([NH2:44])([CH3:43])[CH2:36][N:37]1[CH2:42][CH2:41][O:40][CH2:39][CH2:38]1.ON1C2C=CC=CC=2N=N1.Cl.C(N=C=NCCCN(C)C)C. (3) Given the product [Cl:1][C:2]1[CH:3]=[C:4]([C@@H:9]([C@@H:18]2[CH2:23][CH2:22][CH2:21][N:20]([C:24](=[O:37])[NH:25][C@@H:26]([CH2:30][C@H:31]3[CH2:36][CH2:35][CH2:34][O:33][CH2:32]3)[CH2:27][NH:28][CH3:29])[CH2:19]2)[O:10][CH2:11][CH2:12][NH:13][C:14](=[O:17])[O:15][CH3:16])[CH:5]=[C:6]([F:8])[CH:7]=1, predict the reactants needed to synthesize it. The reactants are: [Cl:1][C:2]1[CH:3]=[C:4]([C@@H:9]([C@@H:18]2[CH2:23][CH2:22][CH2:21][N:20]([C:24](=[O:37])[NH:25][C@@H:26]([CH2:30][C@@H:31]3[CH2:36][CH2:35][CH2:34][O:33][CH2:32]3)[CH2:27][NH:28][CH3:29])[CH2:19]2)[O:10][CH2:11][CH2:12][NH:13][C:14](=[O:17])[O:15][CH3:16])[CH:5]=[C:6]([F:8])[CH:7]=1.ClC1C=C([C@@H]([C@@H]2CCCN(C(=O)N[C@H](CC3CCCOC3)CNC)C2)OCCNC(=O)OC)C=C(F)C=1. (4) The reactants are: [NH2:1]N.O.[C:4]1(C)C=[CH:8][C:7](S(O)(=O)=O)=[CH:6][CH:5]=1.[CH:15](O)([CH3:17])[CH3:16]. Given the product [NH:1]1[C:8]2[C:17](=[CH:4][CH:5]=[CH:6][CH:7]=2)[CH:15]=[CH:16]1, predict the reactants needed to synthesize it. (5) Given the product [Cl:1][C:2]1[CH:3]=[CH:4][C:5]([C:8]2[S:12][C:11]3[C:13](=[O:15])[N:19]([CH2:21][C:36]4[CH:35]=[CH:34][CH:33]=[C:32]([O:31][CH2:30][CH:24]5[CH2:25][N:26]([CH3:29])[CH2:27][CH2:28][N:23]5[CH3:22])[CH:37]=4)[CH:18]=[N:17][C:10]=3[CH:9]=2)=[CH:6][CH:7]=1, predict the reactants needed to synthesize it. The reactants are: [Cl:1][C:2]1[CH:7]=[CH:6][C:5]([C:8]2[S:12][C:11]([C:13]([O:15]C)=O)=[C:10](/[N:17]=[CH:18]/[N:19]([CH3:21])C)[CH:9]=2)=[CH:4][CH:3]=1.[CH3:22][N:23]1[CH2:28][CH2:27][N:26]([CH3:29])[CH2:25][CH:24]1[CH2:30][O:31][C:32]1[CH:33]=[C:34](CN)[CH:35]=[CH:36][CH:37]=1. (6) Given the product [C:62]([O:61][C:59](=[O:60])[CH2:58][N:54]1[C:53]2[CH:66]=[CH:67][C:50]([F:49])=[CH:51][C:52]=2[N:56]=[C:55]1[S:57][CH2:2][C:3]1[CH:11]=[CH:10][CH:9]=[C:5]([C:6]([OH:8])=[O:7])[CH:4]=1)([CH3:65])([CH3:63])[CH3:64], predict the reactants needed to synthesize it. The reactants are: O[CH2:2][C:3]1[CH:4]=[C:5]([CH:9]=[CH:10][C:11]=1OC)[C:6]([OH:8])=[O:7].C1(P(C2C=CC=CC=2)C2C=CC=CC=2)C=CC=CC=1.C(OC(N=NC(OC(C)(C)C)=O)=O)(C)(C)C.[F:49][C:50]1[CH:67]=[CH:66][C:53]2[N:54]([CH2:58][C:59]([O:61][C:62]([CH3:65])([CH3:64])[CH3:63])=[O:60])[C:55]([SH:57])=[N:56][C:52]=2[CH:51]=1. (7) Given the product [C:1]([CH:5]1[N:14]2[C:9](=[CH:10][C:11](=[O:20])[C:12]([C:15]([O:17][CH2:18][CH3:19])=[O:16])=[CH:13]2)[C:8]2[CH:21]=[C:22]([O:26][CH3:27])[C:23]([O:25][CH2:39][CH2:40][CH2:41][S:42][CH3:43])=[CH:24][C:7]=2[CH2:6]1)([CH3:2])([CH3:3])[CH3:4], predict the reactants needed to synthesize it. The reactants are: [C:1]([CH:5]1[N:14]2[C:9](=[CH:10][C:11](=[O:20])[C:12]([C:15]([O:17][CH2:18][CH3:19])=[O:16])=[CH:13]2)[C:8]2[CH:21]=[C:22]([O:26][CH3:27])[C:23]([OH:25])=[CH:24][C:7]=2[CH2:6]1)([CH3:4])([CH3:3])[CH3:2].CC1C=CC(S(O[CH2:39][CH2:40][CH2:41][S:42][CH3:43])(=O)=O)=CC=1.C([O-])([O-])=O.[K+].[K+].